Dataset: Catalyst prediction with 721,799 reactions and 888 catalyst types from USPTO. Task: Predict which catalyst facilitates the given reaction. (1) Reactant: [F:1][C:2]1[CH:7]=[CH:6][C:5]([F:8])=[CH:4][C:3]=1[CH:9]([S:23][C:24]1[CH:29]=[CH:28][C:27]([F:30])=[CH:26][CH:25]=1)[C:10]1[C:11]([CH3:22])=[CH:12][C:13]([C:16]([NH:18][CH2:19][CH2:20][OH:21])=[O:17])=[N:14][CH:15]=1.ClC1C=CC=C(C(OO)=[O:39])C=1. Product: [F:1][C:2]1[CH:7]=[CH:6][C:5]([F:8])=[CH:4][C:3]=1[CH:9]([S:23]([C:24]1[CH:25]=[CH:26][C:27]([F:30])=[CH:28][CH:29]=1)=[O:39])[C:10]1[C:11]([CH3:22])=[CH:12][C:13]([C:16]([NH:18][CH2:19][CH2:20][OH:21])=[O:17])=[N:14][CH:15]=1. The catalyst class is: 2. (2) Reactant: [C:1]([C:5]1[CH:6]=[C:7]([CH3:12])[C:8]([CH3:11])=[CH:9][CH:10]=1)([CH3:4])([CH3:3])[CH3:2].[OH2:13].[Mn]([O-])(=O)(=O)=[O:15].[K+]. Product: [C:1]([C:5]1[CH:10]=[CH:9][C:8]([C:11]([OH:15])=[O:13])=[C:7]([CH3:12])[CH:6]=1)([CH3:4])([CH3:3])[CH3:2]. The catalyst class is: 17. (3) Reactant: C[O:2][C:3]1(OC)[CH2:6][C:5]([C:13]([O:15][CH:16]([CH3:18])[CH3:17])=[O:14])([C:7]([O:9][CH:10]([CH3:12])[CH3:11])=[O:8])[CH2:4]1.C(=O)(O)[O-].[Na+]. Product: [O:2]=[C:3]1[CH2:6][C:5]([C:7]([O:9][CH:10]([CH3:12])[CH3:11])=[O:8])([C:13]([O:15][CH:16]([CH3:17])[CH3:18])=[O:14])[CH2:4]1. The catalyst class is: 33. (4) Reactant: [F:1][C:2]1[CH:7]=[CH:6][CH:5]=[CH:4][C:3]=1[C:8]1[CH:13]=[CH:12][C:11]([O:14][CH2:15][C:16]2[CH:17]=[CH:18][C:19]([CH2:23][OH:24])=[C:20]([OH:22])[CH:21]=2)=[CH:10][C:9]=1[C:25]([F:28])([F:27])[F:26]. Product: [F:1][C:2]1[CH:7]=[CH:6][CH:5]=[CH:4][C:3]=1[C:8]1[CH:13]=[CH:12][C:11]([O:14][CH2:15][C:16]2[CH:17]=[CH:18][C:19]([CH:23]=[O:24])=[C:20]([OH:22])[CH:21]=2)=[CH:10][C:9]=1[C:25]([F:26])([F:27])[F:28]. The catalyst class is: 428. (5) Reactant: [NH2:1][C:2]1[CH:7]=[CH:6][CH:5]=[C:4]([CH2:8][CH3:9])[N:3]=1.C1C(=O)N([Br:17])C(=O)C1. Product: [Br:17][C:5]1[CH:6]=[CH:7][C:2]([NH2:1])=[N:3][C:4]=1[CH2:8][CH3:9]. The catalyst class is: 22. (6) Reactant: [Cl:1][C:2]1[C:3]2[N:4]([C:8]([C@H:11]3[CH2:16][N:15]4[C:17](=[O:22])[O:18][C:19]([CH3:21])([CH3:20])[C@@H:14]4[CH2:13][CH2:12]3)=[N:9][CH:10]=2)[CH:5]=[CH:6][N:7]=1.[Br:23]N1C(=O)CCC1=O. Product: [Br:23][C:10]1[N:9]=[C:8]([C@H:11]2[CH2:16][N:15]3[C:17](=[O:22])[O:18][C:19]([CH3:20])([CH3:21])[C@@H:14]3[CH2:13][CH2:12]2)[N:4]2[CH:5]=[CH:6][N:7]=[C:2]([Cl:1])[C:3]=12. The catalyst class is: 23. (7) Reactant: Cl.O1CCOCC1.[Cl:8][C:9]1[CH:14]=[CH:13][C:12]([CH:15]([NH:19][C:20]([C:22]2([NH:37]C(=O)OC(C)(C)C)[CH2:27][CH2:26][N:25]([C:28]3[C:29]4[CH:36]=[CH:35][NH:34][C:30]=4[N:31]=[CH:32][N:33]=3)[CH2:24][CH2:23]2)=[O:21])[CH2:16][C:17]#[N:18])=[CH:11][CH:10]=1. Product: [NH2:37][C:22]1([C:20]([NH:19][CH:15]([C:12]2[CH:13]=[CH:14][C:9]([Cl:8])=[CH:10][CH:11]=2)[CH2:16][C:17]#[N:18])=[O:21])[CH2:23][CH2:24][N:25]([C:28]2[C:29]3[CH:36]=[CH:35][NH:34][C:30]=3[N:31]=[CH:32][N:33]=2)[CH2:26][CH2:27]1. The catalyst class is: 2. (8) The catalyst class is: 14. Product: [Br:1][C:2]1[CH:3]=[C:4]2[C:9](=[CH:10][CH:11]=1)[N:8]=[CH:7][C:6]([N+:12]([O-:14])=[O:13])=[C:5]2[NH:24][C:23]1[C:18]([O:17][CH3:16])=[N:19][CH:20]=[CH:21][CH:22]=1. Reactant: [Br:1][C:2]1[CH:3]=[C:4]2[C:9](=[CH:10][CH:11]=1)[N:8]=[CH:7][C:6]([N+:12]([O-:14])=[O:13])=[C:5]2Cl.[CH3:16][O:17][C:18]1[C:23]([NH2:24])=[CH:22][CH:21]=[CH:20][N:19]=1. (9) Reactant: [C:1](#[N:5])[CH2:2][C:3]#[N:4].Br[CH2:7][CH2:8][CH:9]=[CH2:10].CC(C)([O-])C.[K+]. Product: [CH2:10]([CH:2]([C:1]#[N:5])[C:3]#[N:4])[CH2:9][CH:8]=[CH2:7]. The catalyst class is: 568.